The task is: Regression. Given a peptide amino acid sequence and an MHC pseudo amino acid sequence, predict their binding affinity value. This is MHC class I binding data.. This data is from Peptide-MHC class I binding affinity with 185,985 pairs from IEDB/IMGT. (1) The peptide sequence is DESALNISGY. The MHC is HLA-B18:01 with pseudo-sequence HLA-B18:01. The binding affinity (normalized) is 0.712. (2) The binding affinity (normalized) is 0. The MHC is HLA-A33:01 with pseudo-sequence HLA-A33:01. The peptide sequence is QLTPHTKAV. (3) The peptide sequence is NTMTKDAER. The MHC is HLA-A11:01 with pseudo-sequence HLA-A11:01. The binding affinity (normalized) is 0.0847.